From a dataset of Full USPTO retrosynthesis dataset with 1.9M reactions from patents (1976-2016). Predict the reactants needed to synthesize the given product. (1) Given the product [CH2:24]([N:15]1[C:16]2[C:11](=[C:10]([OH:38])[C:9]([C:7]([NH:6][CH2:5][CH2:4][C:3]([OH:39])=[O:2])=[O:8])=[N:18][C:17]=2[C:19]2[N:20]=[CH:21][S:22][CH:23]=2)[CH:12]=[C:13]([C:32]2[CH:37]=[CH:36][CH:35]=[CH:34][CH:33]=2)[C:14]1=[O:31])[C:25]1[CH:30]=[CH:29][CH:28]=[CH:27][CH:26]=1, predict the reactants needed to synthesize it. The reactants are: C[O:2][C:3](=[O:39])[CH2:4][CH2:5][NH:6][C:7]([C:9]1[C:10]([OH:38])=[C:11]2[C:16](=[C:17]([C:19]3[N:20]=[CH:21][S:22][CH:23]=3)[N:18]=1)[N:15]([CH2:24][C:25]1[CH:30]=[CH:29][CH:28]=[CH:27][CH:26]=1)[C:14](=[O:31])[C:13]([C:32]1[CH:37]=[CH:36][CH:35]=[CH:34][CH:33]=1)=[CH:12]2)=[O:8].[OH-].[Na+].CO.C1COCC1. (2) Given the product [Cl:1][C:2]1[S:6][C:5]([CH2:7][N:8]2[C:16]3[C:11](=[CH:12][CH:13]=[CH:14][CH:15]=3)[C:10]([C:17]3[O:18][C:19]([CH2:22][OH:23])=[CH:20][CH:21]=3)=[N:9]2)=[CH:4][CH:3]=1, predict the reactants needed to synthesize it. The reactants are: [Cl:1][C:2]1[S:6][C:5]([CH2:7][N:8]2[C:16]3[C:11](=[CH:12][CH:13]=[CH:14][CH:15]=3)[C:10]([C:17]3[O:18][C:19]([C:22](OCC)=[O:23])=[CH:20][CH:21]=3)=[N:9]2)=[CH:4][CH:3]=1.[H-].[Al+3].[Li+].[H-].[H-].[H-]. (3) Given the product [Cl:1][C:2]1[CH:3]=[C:4]([CH:17]=[CH:18][CH:19]=1)[CH2:5][C:6]1[NH:7][C:8](=[O:16])[C:9]([C:14]#[N:15])=[C:10]([N:24]2[CH2:25][CH2:26][N:21]([CH3:20])[CH2:22][CH2:23]2)[N:11]=1, predict the reactants needed to synthesize it. The reactants are: [Cl:1][C:2]1[CH:3]=[C:4]([CH:17]=[CH:18][CH:19]=1)[CH2:5][C:6]1[NH:7][C:8](=[O:16])[C:9]([C:14]#[N:15])=[C:10](SC)[N:11]=1.[CH3:20][N:21]1[CH2:26][CH2:25][NH:24][CH2:23][CH2:22]1. (4) Given the product [Cl:1][C:2]1[CH:7]=[CH:6][N:5]=[C:4]2[NH:8][N:9]=[CH:10][C:3]=12, predict the reactants needed to synthesize it. The reactants are: [Cl:1][C:2]1[CH:7]=[CH:6][N:5]=[C:4]2[N:8](CC3C=CC(OC)=CC=3)[N:9]=[CH:10][C:3]=12.C(O)(C(F)(F)F)=O. (5) Given the product [NH2:24][C:15]([C:17]1[CH:18]=[N:19][C:20]([Cl:23])=[CH:21][CH:22]=1)([CH3:16])[C:14]([C:11]1[CH:12]=[CH:13][C:8]([Cl:7])=[C:9]([F:33])[CH:10]=1)=[O:32], predict the reactants needed to synthesize it. The reactants are: O1CCOCC1.[Cl:7][C:8]1[CH:13]=[CH:12][C:11]([C:14](=[O:32])[C:15]([NH:24]C(=O)OC(C)(C)C)([C:17]2[CH:18]=[N:19][C:20]([Cl:23])=[CH:21][CH:22]=2)[CH3:16])=[CH:10][C:9]=1[F:33].Cl.O1CCOCC1. (6) Given the product [F:19][C:20]1[CH:25]=[CH:24][C:23]([C:2]2[C:3]([C:15]([F:18])([F:17])[F:16])=[C:4]3[C:9](=[C:10]([O:12][CH3:13])[CH:11]=2)[N:8]=[CH:7][NH:6][C:5]3=[O:14])=[CH:22][CH:21]=1, predict the reactants needed to synthesize it. The reactants are: Br[C:2]1[C:3]([C:15]([F:18])([F:17])[F:16])=[C:4]2[C:9](=[C:10]([O:12][CH3:13])[CH:11]=1)[N:8]=[CH:7][NH:6][C:5]2=[O:14].[F:19][C:20]1[CH:25]=[CH:24][C:23](B(O)O)=[CH:22][CH:21]=1.C(=O)([O-])[O-].[K+].[K+].C(OCC)(=O)C.